Task: Predict the reaction yield, written as a fraction of the theoretical maximum amount of product (1.0 means a 100% yield; for example, 0.34 means a 34% yield).. Dataset: Reaction yield outcomes from USPTO patents with 853,638 reactions (1) The reactants are [CH2:1]([O:5][CH2:6][C@@H:7]([NH:12][C:13]([C@H:15]1[O:17][C@@H:16]1[C:18]([OH:20])=[O:19])=[O:14])[CH2:8][CH:9]([CH3:11])[CH3:10])[CH:2]([CH3:4])[CH3:3].C(=O)([O-])[O-].[Na+:25].[Na+]. The catalyst is CC(C)=O.O. The product is [CH2:1]([O:5][CH2:6][C@@H:7]([NH:12][C:13]([C@H:15]1[O:17][C@@H:16]1[C:18]([O-:20])=[O:19])=[O:14])[CH2:8][CH:9]([CH3:11])[CH3:10])[CH:2]([CH3:3])[CH3:4].[Na+:25]. The yield is 0.879. (2) The yield is 0.370. The product is [OH:2][C:3]1[CH:20]=[C:19]([C:21]([N:43]2[CH2:38][CH2:39][CH:40]([C:66]([O:68][CH3:69])=[O:67])[CH2:41][CH2:42]2)=[O:23])[CH:18]=[C:17]2[C:4]=1[C@@:5]1([CH3:53])[C@H:14]([CH2:15][S:16]2(=[O:24])=[O:25])[C@:13]2([CH3:26])[C@H:8]([C:9]([CH3:27])([CH3:28])[CH2:10][CH2:11][CH2:12]2)[CH2:7][CH2:6]1. The catalyst is C1COCC1.CN(C=O)C. The reactants are C[O:2][C:3]1[CH:20]=[C:19]([C:21]([OH:23])=O)[CH:18]=[C:17]2[C:4]=1[C@H:5]1[C@H:14]([CH2:15][S:16]2(=[O:25])=[O:24])[C@:13]2([CH3:26])[C@H:8]([C:9]([CH3:28])([CH3:27])[CH2:10][CH2:11][CH2:12]2)[CH2:7][CH2:6]1.CN(C(ON1N=N[C:39]2[CH:40]=[CH:41][CH:42]=[N:43][C:38]1=2)=[N+](C)C)C.F[P-](F)(F)(F)(F)F.[CH3:53]N1CCOCC1.N1([C:66]([O:68][CH3:69])=[O:67])CCCCC1. (3) The reactants are [CH3:1][O:2][C:3]1[CH:10]=[CH:9][CH:8]=[CH:7][C:4]=1[CH2:5][NH2:6].[C:11](Cl)(Cl)=[S:12].O. The catalyst is C(OCC)C. The product is [CH3:1][O:2][C:3]1[CH:10]=[CH:9][CH:8]=[CH:7][C:4]=1[CH2:5][N:6]=[C:11]=[S:12]. The yield is 0.990. (4) The reactants are Cl[CH2:2][C:3]1[CH:22]=[CH:21][C:6]([O:7][CH2:8][C:9]2[N:10]=[C:11]([C:15]3[CH:20]=[CH:19][CH:18]=[CH:17][CH:16]=3)[O:12][C:13]=2[CH3:14])=[CH:5][CH:4]=1.[OH:23][C:24]1[CH:25]=[CH:26][C:27]([CH2:36][CH2:37][CH3:38])=[C:28]([CH:35]=1)[O:29][CH2:30][C:31]([O:33][CH3:34])=[O:32].C(=O)([O-])[O-].[K+].[K+].CN(C)C=O. The catalyst is O. The product is [CH3:14][C:13]1[O:12][C:11]([C:15]2[CH:20]=[CH:19][CH:18]=[CH:17][CH:16]=2)=[N:10][C:9]=1[CH2:8][O:7][C:6]1[CH:21]=[CH:22][C:3]([CH2:2][O:23][C:24]2[CH:25]=[CH:26][C:27]([CH2:36][CH2:37][CH3:38])=[C:28]([CH:35]=2)[O:29][CH2:30][C:31]([O:33][CH3:34])=[O:32])=[CH:4][CH:5]=1. The yield is 0.610. (5) The reactants are [CH3:1][N:2]([S:15]([C:18]1[S:19][CH:20]=[CH:21][CH:22]=1)(=[O:17])=[O:16])[C:3]1[CH:4]=[CH:5][CH:6]=[C:7]2[C:11]=1[NH:10][C:9]([C:12]([NH2:14])=O)=[CH:8]2.COC1C=CC(P2(SP(C3C=CC(OC)=CC=3)(=S)S2)=[S:32])=CC=1. The catalyst is O1CCCC1. The product is [CH3:1][N:2]([S:15]([C:18]1[S:19][CH:20]=[CH:21][CH:22]=1)(=[O:17])=[O:16])[C:3]1[CH:4]=[CH:5][CH:6]=[C:7]2[C:11]=1[NH:10][C:9]([C:12](=[S:32])[NH2:14])=[CH:8]2. The yield is 0.930. (6) The reactants are [CH3:1][N:2]([CH3:11])[C:3]1[CH:8]=[CH:7][CH:6]=[C:5]([CH2:9][CH3:10])[CH:4]=1.[ClH:12].[N:13]([O-])=O.[Na+]. The catalyst is O.C(OCC)C.C(O)C.[Fe]. The product is [ClH:12].[ClH:12].[CH3:1][N:2]([CH3:11])[C:3]1[CH:8]=[CH:7][C:6]([NH2:13])=[C:5]([CH2:9][CH3:10])[CH:4]=1. The yield is 0.600.